Dataset: TCR-epitope binding with 47,182 pairs between 192 epitopes and 23,139 TCRs. Task: Binary Classification. Given a T-cell receptor sequence (or CDR3 region) and an epitope sequence, predict whether binding occurs between them. (1) The epitope is SEVGPEHSLAEY. The TCR CDR3 sequence is CASSLTGQTDTQYF. Result: 1 (the TCR binds to the epitope). (2) The epitope is GILGFVFTL. The TCR CDR3 sequence is CASSNLPRDEQYF. Result: 1 (the TCR binds to the epitope).